Dataset: Catalyst prediction with 721,799 reactions and 888 catalyst types from USPTO. Task: Predict which catalyst facilitates the given reaction. (1) Reactant: [CH3:1][C:2]([CH3:27])([CH3:26])[CH:3]([OH:25])[CH2:4][N:5]1[C:9]2[CH:10]=[CH:11][CH:12]=[C:13]([CH3:14])[C:8]=2[N:7]=[C:6]1[C:15]1[CH:20]=[CH:19][CH:18]=[C:17]([CH3:21])[C:16]=1[N+]([O-])=O.[H-].[Na+]. Product: [C:2]([CH:3]1[CH2:4][N:5]2[C:6](=[N:7][C:8]3[C:13]([CH3:14])=[CH:12][CH:11]=[CH:10][C:9]=32)[C:15]2[CH:20]=[CH:19][CH:18]=[C:17]([CH3:21])[C:16]=2[O:25]1)([CH3:27])([CH3:26])[CH3:1]. The catalyst class is: 3. (2) Reactant: [Cl:1][C:2]1[CH:3]=[C:4]([CH:19]=[CH:20][C:21]=1[Cl:22])[CH2:5][C:6]1[N:7]=[C:8]([N:13]2[CH2:18][CH2:17][O:16][CH2:15][CH2:14]2)[S:9][C:10]=1[CH2:11]O.CC(C)(O)[C:25]#[N:26].N(C(N1CCCCC1)=O)=NC(N1CCCCC1)=O.C(P(CCCC)CCCC)CCC. Product: [Cl:1][C:2]1[CH:3]=[C:4]([CH:19]=[CH:20][C:21]=1[Cl:22])[CH2:5][C:6]1[N:7]=[C:8]([N:13]2[CH2:18][CH2:17][O:16][CH2:15][CH2:14]2)[S:9][C:10]=1[CH2:11][C:25]#[N:26]. The catalyst class is: 1. (3) Reactant: [Na].[CH2:2]([C:5]([CH3:7])=[O:6])[CH2:3][CH3:4].[C:8]([O:15][CH2:16][CH3:17])(=[O:14])[C:9]([O:11]CC)=O. Product: [O:11]=[C:9]([CH2:7][C:5](=[O:6])[CH2:2][CH2:3][CH3:4])[C:8]([O:15][CH2:16][CH3:17])=[O:14]. The catalyst class is: 8.